From a dataset of Forward reaction prediction with 1.9M reactions from USPTO patents (1976-2016). Predict the product of the given reaction. (1) Given the reactants [Cl:1][C:2]1[CH:7]=[CH:6][CH:5]=[C:4]([F:8])[C:3]=1[CH2:9][CH2:10][NH:11][C:12]1[N:17]=[C:16]([O:18][CH3:19])[N:15]=[C:14]([C:20]2[CH:21]=[C:22]([CH2:26][OH:27])[CH:23]=[CH:24][CH:25]=2)[CH:13]=1.Br[CH2:29][C:30]([OH:32])=[O:31].[H-].[Na+], predict the reaction product. The product is: [Cl:1][C:2]1[CH:7]=[CH:6][CH:5]=[C:4]([F:8])[C:3]=1[CH2:9][CH2:10][NH:11][C:12]1[N:17]=[C:16]([O:18][CH3:19])[N:15]=[C:14]([C:20]2[CH:21]=[C:22]([CH:23]=[CH:24][CH:25]=2)[CH2:26][O:27][CH2:29][C:30]([OH:32])=[O:31])[CH:13]=1. (2) The product is: [ClH:40].[NH2:7][CH2:8][CH2:9][NH:10][C:11](=[O:21])[CH2:12][C:14]1[CH:15]=[CH:16][C:17]([OH:20])=[CH:18][CH:19]=1. Given the reactants C(OC(=O)[NH:7][CH2:8][CH2:9][NH:10][C:11](=[O:21])[CH:12]([C:14]1[CH:19]=[CH:18][C:17]([OH:20])=[CH:16][CH:15]=1)C)(C)(C)C.OC1C=CC(CC(O)=O)=CC=1.O1CCOCC1.[ClH:40], predict the reaction product. (3) Given the reactants Br[C:2]1[CH2:7][CH2:6][CH2:5][C:4](=[O:8])[CH:3]=1.[CH:9]1[C:17]2[C:16]3[CH:18]=[CH:19][CH:20]=[CH:21][C:15]=3[O:14][C:13]=2[C:12](B(O)O)=[CH:11][CH:10]=1, predict the reaction product. The product is: [CH:9]1[C:17]2[C:16]3[CH:18]=[CH:19][CH:20]=[CH:21][C:15]=3[O:14][C:13]=2[C:12]([C:2]2[CH2:7][CH2:6][CH2:5][C:4](=[O:8])[CH:3]=2)=[CH:11][CH:10]=1.